This data is from Forward reaction prediction with 1.9M reactions from USPTO patents (1976-2016). The task is: Predict the product of the given reaction. (1) The product is: [NH2:8][CH2:9][CH2:10][NH:11][C@:12]12[CH2:47][CH2:46][C@@H:45]([C:48]([CH3:50])=[CH2:49])[C@@H:13]1[C@@H:14]1[C@@:27]([CH3:30])([CH2:28][CH2:29]2)[C@@:26]2([CH3:31])[C@@H:17]([C@:18]3([CH3:44])[C@@H:23]([CH2:24][CH2:25]2)[C:22]([CH3:33])([CH3:32])[C:21]([C:34]2[CH:35]=[CH:36][C:37]([C:38]([O:40][CH3:41])=[O:39])=[CH:42][CH:43]=2)=[CH:20][CH2:19]3)[CH2:16][CH2:15]1. Given the reactants C(OC([NH:8][CH2:9][CH2:10][NH:11][C@:12]12[CH2:47][CH2:46][C@@H:45]([C:48]([CH3:50])=[CH2:49])[C@@H:13]1[C@@H:14]1[C@@:27]([CH3:30])([CH2:28][CH2:29]2)[C@@:26]2([CH3:31])[C@@H:17]([C@:18]3([CH3:44])[C@@H:23]([CH2:24][CH2:25]2)[C:22]([CH3:33])([CH3:32])[C:21]([C:34]2[CH:43]=[CH:42][C:37]([C:38]([O:40][CH3:41])=[O:39])=[CH:36][CH:35]=2)=[CH:20][CH2:19]3)[CH2:16][CH2:15]1)=O)(C)(C)C.Cl, predict the reaction product. (2) Given the reactants Cl[C:2]1[CH:3]=[C:4]([CH:41]=[CH:42][C:43]=1F)[C:5]1[C:10]([C:11]2[CH:20]=[CH:19][C:18]3[C:13](=[CH:14][CH:15]=[C:16]([C:21]4[N:25]([CH:26]5[CH2:31][CH2:30][CH2:29][CH2:28][CH2:27]5)[C:24]5[CH:32]=[CH:33][C:34]([C:36]([OH:38])=[O:37])=[CH:35][C:23]=5[N:22]=4)[CH:17]=3)[N:12]=2)=[CH:9][C:8]([O:39][CH3:40])=[CH:7][CH:6]=1.C[O:46]C(C1C=CC2N(C3CCCCC3)C(C3C=C4C(=CC=3)N=C(C3C=C(OC)C=CC=3Br)C=C4)=NC=2C=1)=O, predict the reaction product. The product is: [CH:26]1([N:25]2[C:24]3[CH:32]=[CH:33][C:34]([C:36]([OH:38])=[O:37])=[CH:35][C:23]=3[N:22]=[C:21]2[C:16]2[CH:17]=[C:18]3[C:13](=[CH:14][CH:15]=2)[N:12]=[C:11]([C:10]2[C:5]([C:4]4[CH:3]=[CH:2][C:43]([OH:46])=[CH:42][CH:41]=4)=[CH:6][CH:7]=[C:8]([O:39][CH3:40])[CH:9]=2)[CH:20]=[CH:19]3)[CH2:27][CH2:28][CH2:29][CH2:30][CH2:31]1. (3) Given the reactants [OH:1][CH2:2][C:3]1[CH:4]=[C:5]([CH:8]=[CH:9][CH:10]=1)[C:6]#[N:7].Cl[C:12]1[CH:13]=[C:14]2[N:21]([CH:22]3[CH2:24][CH2:23]3)[CH2:20][CH2:19][N:15]2[C:16](=[O:18])[N:17]=1, predict the reaction product. The product is: [CH:22]1([N:21]2[C:14]3[N:15]([C:16](=[O:18])[N:17]=[C:12]([O:1][CH2:2][C:3]4[CH:4]=[C:5]([CH:8]=[CH:9][CH:10]=4)[C:6]#[N:7])[CH:13]=3)[CH2:19][CH2:20]2)[CH2:24][CH2:23]1. (4) Given the reactants [CH3:1][O:2][CH:3]([O:6][CH3:7])[CH2:4][NH2:5].[O-]S([O-])(=O)=O.[Mg+2].[CH3:14][O:15][C:16]1[CH:17]=[C:18]([CH:21]=[C:22]([O:26][CH3:27])[C:23]=1[O:24][CH3:25])[CH:19]=O, predict the reaction product. The product is: [CH3:27][O:26][C:22]1[CH:21]=[C:18]([CH:17]=[C:16]([O:15][CH3:14])[C:23]=1[O:24][CH3:25])[CH:19]=[N:5][CH2:4][CH:3]([O:6][CH3:7])[O:2][CH3:1]. (5) Given the reactants [C:1]([C:9]1[N:13]([CH3:14])[C:12](=[O:15])[O:11][N:10]=1)(=O)[C:2]1[CH:7]=[CH:6][CH:5]=[CH:4][CH:3]=1.[NH2:16][O:17][CH2:18][C:19]1[N:24]=[C:23]([NH2:25])[CH:22]=[CH:21][CH:20]=1.CC1C=CC(S(O)(=O)=O)=CC=1.O, predict the reaction product. The product is: [NH2:25][C:23]1[N:24]=[C:19]([CH2:18][O:17]/[N:16]=[C:1](/[C:2]2[CH:7]=[CH:6][CH:5]=[CH:4][CH:3]=2)\[C:9]2[N:13]([CH3:14])[C:12](=[O:15])[O:11][N:10]=2)[CH:20]=[CH:21][CH:22]=1.[NH2:25][C:23]1[N:24]=[C:19]([CH2:18][O:17]/[N:16]=[C:1](\[C:2]2[CH:7]=[CH:6][CH:5]=[CH:4][CH:3]=2)/[C:9]2[N:13]([CH3:14])[C:12](=[O:15])[O:11][N:10]=2)[CH:20]=[CH:21][CH:22]=1.